From a dataset of TCR-epitope binding with 47,182 pairs between 192 epitopes and 23,139 TCRs. Binary Classification. Given a T-cell receptor sequence (or CDR3 region) and an epitope sequence, predict whether binding occurs between them. (1) Result: 0 (the TCR does not bind to the epitope). The TCR CDR3 sequence is CASTMGGSPLHF. The epitope is AIMTRCLAV. (2) The epitope is LLWNGPMAV. The TCR CDR3 sequence is CASSIKPDGYEQYF. Result: 1 (the TCR binds to the epitope). (3) The epitope is FLPRVFSAV. The TCR CDR3 sequence is CASSLGTNSYEQYF. Result: 0 (the TCR does not bind to the epitope). (4) The epitope is IVTDFSVIK. The TCR CDR3 sequence is CSVSASGGDEQYF. Result: 1 (the TCR binds to the epitope). (5) The epitope is KLWAQCVQL. The TCR CDR3 sequence is CASGPGLAGEETQYF. Result: 1 (the TCR binds to the epitope). (6) The epitope is IVDTVSALV. The TCR CDR3 sequence is CASSVVGLAGNEQFF. Result: 0 (the TCR does not bind to the epitope).